Dataset: Full USPTO retrosynthesis dataset with 1.9M reactions from patents (1976-2016). Task: Predict the reactants needed to synthesize the given product. (1) Given the product [O:20]1[C:24]2[CH:25]=[CH:26][CH:27]=[CH:28][C:23]=2[CH:22]=[C:21]1[S:29]([NH:1][C:2]1[CH:7]=[CH:6][CH:5]=[CH:4][C:3]=1[S:8][CH2:9][C:10]1[CH:19]=[CH:18][CH:17]=[CH:16][C:11]=1[C:12]([O:14][CH3:15])=[O:13])(=[O:31])=[O:30], predict the reactants needed to synthesize it. The reactants are: [NH2:1][C:2]1[CH:7]=[CH:6][CH:5]=[CH:4][C:3]=1[S:8][CH2:9][C:10]1[CH:19]=[CH:18][CH:17]=[CH:16][C:11]=1[C:12]([O:14][CH3:15])=[O:13].[O:20]1[C:24]2[CH:25]=[CH:26][CH:27]=[CH:28][C:23]=2[CH:22]=[C:21]1[S:29](Cl)(=[O:31])=[O:30]. (2) Given the product [NH2:2][CH2:1][CH2:3][O:4][CH:5]([C:16]1[CH:17]=[CH:18][CH:19]=[CH:20][CH:21]=1)[C:6]1[CH:7]=[C:8]([CH:13]=[CH:14][CH:15]=1)[C:9]([O:11][CH3:12])=[O:10], predict the reactants needed to synthesize it. The reactants are: [C:1]([CH2:3][O:4][CH:5]([C:16]1[CH:21]=[CH:20][CH:19]=[CH:18][CH:17]=1)[C:6]1[CH:7]=[C:8]([CH:13]=[CH:14][CH:15]=1)[C:9]([O:11][CH3:12])=[O:10])#[N:2]. (3) Given the product [CH3:1][C:2]1[N:14]=[C:12]([OH:13])[C:11]([C:5]2[CH:6]=[CH:7][CH:8]=[CH:9][CH:10]=2)=[C:15]([OH:16])[N:17]=1, predict the reactants needed to synthesize it. The reactants are: [CH3:1][CH2:2][O-].[Na+].[C:5]1([CH:11]([C:15]([NH2:17])=[O:16])[C:12]([NH2:14])=[O:13])[CH:10]=[CH:9][CH:8]=[CH:7][CH:6]=1.CCOC(C)=O. (4) Given the product [CH3:14][N:13]([CH:9]1[CH2:10][CH2:11][CH2:12][C:7]([C:31]2[CH:32]=[N:33][CH:34]=[CH:35][C:30]=2[CH3:29])=[CH:8]1)[C:15]1[CH:20]=[CH:19][C:18]([C:21]#[N:22])=[C:17]([C:23]([F:26])([F:25])[F:24])[CH:16]=1, predict the reactants needed to synthesize it. The reactants are: FC(F)(F)S(O[C:7]1[CH2:12][CH2:11][CH2:10][CH:9]([N:13]([C:15]2[CH:20]=[CH:19][C:18]([C:21]#[N:22])=[C:17]([C:23]([F:26])([F:25])[F:24])[CH:16]=2)[CH3:14])[CH:8]=1)(=O)=O.[CH3:29][C:30]1[CH:35]=[CH:34][N:33]=[CH:32][C:31]=1B(O)O.C1(P(C2CCCCC2)C2CCCCC2)CCCCC1.P([O-])([O-])([O-])=O.[K+].[K+].[K+]. (5) The reactants are: [F:1][CH:2]([F:12])[CH2:3][NH:4][C:5]1[CH:6]=[N:7][CH:8]=[CH:9][C:10]=1I.[F:13][C:14]1[CH:19]=[CH:18][C:17](B(O)O)=[C:16]([O:23][CH3:24])[CH:15]=1. Given the product [F:1][CH:2]([F:12])[CH2:3][NH:4][C:5]1[CH:6]=[N:7][CH:8]=[CH:9][C:10]=1[C:17]1[CH:18]=[CH:19][C:14]([F:13])=[CH:15][C:16]=1[O:23][CH3:24], predict the reactants needed to synthesize it.